From a dataset of Reaction yield outcomes from USPTO patents with 853,638 reactions. Predict the reaction yield, written as a fraction of the theoretical maximum amount of product (1.0 means a 100% yield; for example, 0.34 means a 34% yield). The reactants are [CH2:1]([C:3]1[S:37][C:6]2[N:7]([CH2:22][C:23]3[CH:28]=[CH:27][C:26]([C:29]4[C:30]([C:35]#[N:36])=[CH:31][CH:32]=[CH:33][CH:34]=4)=[CH:25][CH:24]=3)[C:8](=[O:21])[N:9]([CH2:12][CH2:13][N:14]3[CH:18]=[CH:17][N:16]=[C:15]3[CH2:19][OH:20])[C:10](=[O:11])[C:5]=2[CH:4]=1)[CH3:2].CI.[H-].[Na+].[Cl-].[OH:43][NH3+:44].[C:45](=[O:48])([O-])O.[Na+].[CH3:50]S(C)=O. The catalyst is C(OCC)(=O)C.O.CN(C)C=O. The product is [CH2:1]([C:3]1[S:37][C:6]2[N:7]([CH2:22][C:23]3[CH:28]=[CH:27][C:26]([C:29]4[CH:34]=[CH:33][CH:32]=[CH:31][C:30]=4[C:35]4[NH:36][C:45](=[O:48])[O:43][N:44]=4)=[CH:25][CH:24]=3)[C:8](=[O:21])[N:9]([CH2:12][CH2:13][N:14]3[CH:18]=[CH:17][N:16]=[C:15]3[CH2:19][O:20][CH3:50])[C:10](=[O:11])[C:5]=2[CH:4]=1)[CH3:2]. The yield is 0.260.